From a dataset of Full USPTO retrosynthesis dataset with 1.9M reactions from patents (1976-2016). Predict the reactants needed to synthesize the given product. (1) Given the product [N:1]([C:4]([CH3:10])([CH3:9])[CH2:5][C:6]([N:11]1[CH2:15][CH2:14][CH2:13][CH2:12]1)=[O:7])=[N+:2]=[N-:3], predict the reactants needed to synthesize it. The reactants are: [N:1]([C:4]([CH3:10])([CH3:9])[CH2:5][C:6](Cl)=[O:7])=[N+:2]=[N-:3].[NH:11]1[CH2:15][CH2:14][CH2:13][CH2:12]1.O. (2) Given the product [CH2:3]([O:7][C:9]1[CH:14]=[C:13]([O:15][C@@H:16]2[CH2:20][CH2:19][CH2:18][C@H:17]2[CH3:21])[N:12]=[CH:11][N:10]=1)[C:4]#[C:5][CH3:6], predict the reactants needed to synthesize it. The reactants are: [H-].[Na+].[CH2:3]([OH:7])[C:4]#[C:5][CH3:6].Cl[C:9]1[CH:14]=[C:13]([O:15][C@@H:16]2[CH2:20][CH2:19][CH2:18][C@H:17]2[CH3:21])[N:12]=[CH:11][N:10]=1.[Cl-].[NH4+]. (3) Given the product [NH2:11][C@H:2]([C:3]([OH:5])=[O:4])[CH2:6][CH2:7][C:8]([OH:10])=[O:9], predict the reactants needed to synthesize it. The reactants are: O=[C:2]([CH2:6][CH2:7][C:8]([OH:10])=[O:9])[C:3]([OH:5])=[O:4].[NH4+:11].C([O-])=O.C(O)(=O)C(C)=O.N.